Dataset: NCI-60 drug combinations with 297,098 pairs across 59 cell lines. Task: Regression. Given two drug SMILES strings and cell line genomic features, predict the synergy score measuring deviation from expected non-interaction effect. (1) Cell line: KM12. Drug 1: C1CN1P(=S)(N2CC2)N3CC3. Synergy scores: CSS=17.3, Synergy_ZIP=-8.06, Synergy_Bliss=-6.84, Synergy_Loewe=-5.62, Synergy_HSA=-3.60. Drug 2: CCC(=C(C1=CC=CC=C1)C2=CC=C(C=C2)OCCN(C)C)C3=CC=CC=C3.C(C(=O)O)C(CC(=O)O)(C(=O)O)O. (2) Drug 1: C1=CN(C=N1)CC(O)(P(=O)(O)O)P(=O)(O)O. Drug 2: C(=O)(N)NO. Cell line: OVCAR-4. Synergy scores: CSS=0.936, Synergy_ZIP=1.11, Synergy_Bliss=2.43, Synergy_Loewe=1.16, Synergy_HSA=0.419.